Dataset: Catalyst prediction with 721,799 reactions and 888 catalyst types from USPTO. Task: Predict which catalyst facilitates the given reaction. (1) Reactant: [F:1][C:2]1[CH:10]=[CH:9][C:5]([C:6]([OH:8])=[O:7])=[C:4]([CH3:11])[CH:3]=1.[C:12](=O)([O-])[O-].[Cs+].[Cs+].IC. Product: [F:1][C:2]1[CH:10]=[CH:9][C:5]([C:6]([O:8][CH3:12])=[O:7])=[C:4]([CH3:11])[CH:3]=1. The catalyst class is: 1. (2) Reactant: [CH2:1]([O:8][C:9]1[CH:14]=[CH:13][C:12]([CH2:15][CH2:16][O:17][C:18]2[CH:23]=[CH:22][C:21]([CH2:24][CH2:25][NH:26]C(=O)OC(C)(C)C)=[CH:20][CH:19]=2)=[CH:11][C:10]=1[C@@H:34]([C:44]1[CH:49]=[CH:48][CH:47]=[CH:46][CH:45]=1)[CH2:35][CH2:36][N:37]([CH:41]([CH3:43])[CH3:42])[CH:38]([CH3:40])[CH3:39])[C:2]1[CH:7]=[CH:6][CH:5]=[CH:4][CH:3]=1.Cl.[CH2:51]([O:58][C:59]1[CH:64]=[CH:63][C:62]([C@@H:65]([O:68][Si:69]([C:72]([CH3:75])([CH3:74])[CH3:73])([CH3:71])[CH3:70])[CH2:66]Br)=[CH:61][C:60]=1[CH2:76][OH:77])[C:52]1[CH:57]=[CH:56][CH:55]=[CH:54][CH:53]=1.C(=O)([O-])O.[Na+]. Product: [NH3:26].[CH2:51]([O:58][C:59]1[CH:64]=[CH:63][C:62]([C@@H:65]([O:68][Si:69]([C:72]([CH3:75])([CH3:74])[CH3:73])([CH3:71])[CH3:70])[CH2:66][NH:26][CH2:25][CH2:24][C:21]2[CH:20]=[CH:19][C:18]([O:17][CH2:16][CH2:15][C:12]3[CH:13]=[CH:14][C:9]([O:8][CH2:1][C:2]4[CH:3]=[CH:4][CH:5]=[CH:6][CH:7]=4)=[C:10]([C@@H:34]([C:44]4[CH:45]=[CH:46][CH:47]=[CH:48][CH:49]=4)[CH2:35][CH2:36][N:37]([CH:38]([CH3:40])[CH3:39])[CH:41]([CH3:43])[CH3:42])[CH:11]=3)=[CH:23][CH:22]=2)=[CH:61][C:60]=1[CH2:76][OH:77])[C:52]1[CH:57]=[CH:56][CH:55]=[CH:54][CH:53]=1. The catalyst class is: 708.